Dataset: NCI-60 drug combinations with 297,098 pairs across 59 cell lines. Task: Regression. Given two drug SMILES strings and cell line genomic features, predict the synergy score measuring deviation from expected non-interaction effect. (1) Drug 1: CC1=C2C(C(=O)C3(C(CC4C(C3C(C(C2(C)C)(CC1OC(=O)C(C(C5=CC=CC=C5)NC(=O)C6=CC=CC=C6)O)O)OC(=O)C7=CC=CC=C7)(CO4)OC(=O)C)O)C)OC(=O)C. Drug 2: CC1C(C(CC(O1)OC2CC(CC3=C2C(=C4C(=C3O)C(=O)C5=CC=CC=C5C4=O)O)(C(=O)C)O)N)O. Cell line: HS 578T. Synergy scores: CSS=61.6, Synergy_ZIP=-9.10, Synergy_Bliss=-13.1, Synergy_Loewe=-7.78, Synergy_HSA=-6.03. (2) Drug 1: CN(C)C1=NC(=NC(=N1)N(C)C)N(C)C. Drug 2: CN1C(=O)N2C=NC(=C2N=N1)C(=O)N. Cell line: RXF 393. Synergy scores: CSS=-5.44, Synergy_ZIP=2.08, Synergy_Bliss=0.0367, Synergy_Loewe=-3.04, Synergy_HSA=-3.43. (3) Drug 1: CC1=C(N=C(N=C1N)C(CC(=O)N)NCC(C(=O)N)N)C(=O)NC(C(C2=CN=CN2)OC3C(C(C(C(O3)CO)O)O)OC4C(C(C(C(O4)CO)O)OC(=O)N)O)C(=O)NC(C)C(C(C)C(=O)NC(C(C)O)C(=O)NCCC5=NC(=CS5)C6=NC(=CS6)C(=O)NCCC[S+](C)C)O. Drug 2: C1CN(CCN1C(=O)CCBr)C(=O)CCBr. Cell line: HT29. Synergy scores: CSS=9.88, Synergy_ZIP=-3.82, Synergy_Bliss=-2.29, Synergy_Loewe=-1.02, Synergy_HSA=-1.28. (4) Drug 1: CCCCCOC(=O)NC1=NC(=O)N(C=C1F)C2C(C(C(O2)C)O)O. Drug 2: C1=CC=C(C=C1)NC(=O)CCCCCCC(=O)NO. Cell line: SF-295. Synergy scores: CSS=4.89, Synergy_ZIP=-1.34, Synergy_Bliss=1.75, Synergy_Loewe=-4.98, Synergy_HSA=-1.48. (5) Drug 1: C(CC(=O)O)C(=O)CN.Cl. Drug 2: CC1C(C(CC(O1)OC2CC(CC3=C2C(=C4C(=C3O)C(=O)C5=CC=CC=C5C4=O)O)(C(=O)C)O)N)O. Cell line: A549. Synergy scores: CSS=56.8, Synergy_ZIP=-1.93, Synergy_Bliss=-2.80, Synergy_Loewe=-32.5, Synergy_HSA=-0.692. (6) Drug 1: C1=NC2=C(N=C(N=C2N1C3C(C(C(O3)CO)O)F)Cl)N. Drug 2: CC1C(C(CC(O1)OC2CC(CC3=C2C(=C4C(=C3O)C(=O)C5=C(C4=O)C(=CC=C5)OC)O)(C(=O)CO)O)N)O.Cl. Cell line: PC-3. Synergy scores: CSS=28.0, Synergy_ZIP=-5.44, Synergy_Bliss=-2.72, Synergy_Loewe=-1.01, Synergy_HSA=0.0403.